This data is from Reaction yield outcomes from USPTO patents with 853,638 reactions. The task is: Predict the reaction yield, written as a fraction of the theoretical maximum amount of product (1.0 means a 100% yield; for example, 0.34 means a 34% yield). (1) The reactants are [NH2:1][CH2:2][C@@H:3]1[C@@H:11]([C@@:12]2([CH3:21])[CH2:17][CH2:16][C@H:15]([OH:18])[CH2:14][C@@H:13]2[CH2:19][OH:20])[CH2:10][CH2:9][C@@:8]2([CH3:22])[C@H:4]1[CH2:5][CH2:6][C:7]2=[CH2:23].[C:24]1([CH3:32])[C:25]([CH:30]=O)=[CH:26][CH:27]=[CH:28][CH:29]=1.[BH4-].[Na+]. The catalyst is C(Cl)Cl.CO. The product is [OH:20][CH2:19][C@@H:13]1[C@@:12]([CH3:21])([C@H:11]2[CH2:10][CH2:9][C@@:8]3([CH3:22])[C@@H:4]([CH2:5][CH2:6][C:7]3=[CH2:23])[C@@H:3]2[CH2:2][NH:1][CH2:32][C:24]2[CH:29]=[CH:28][CH:27]=[CH:26][C:25]=2[CH3:30])[CH2:17][CH2:16][C@H:15]([OH:18])[CH2:14]1. The yield is 0.420. (2) The product is [Br:1][C:2]1[CH:7]=[CH:6][N:5]=[C:4]([NH:8][C:12](=[O:13])[O:14][CH3:17])[CH:3]=1. No catalyst specified. The yield is 0.810. The reactants are [Br:1][C:2]1[CH:7]=[CH:6][N:5]=[C:4]([N:8]([C:12]([O-:14])=[O:13])C([O-])=O)[CH:3]=1.[OH-].[Na+].[CH3:17]O.